Dataset: Full USPTO retrosynthesis dataset with 1.9M reactions from patents (1976-2016). Task: Predict the reactants needed to synthesize the given product. (1) The reactants are: Br[C:2]1[CH:7]=[C:6]([CH3:8])[CH:5]=[CH:4][C:3]=1[C:9]([O:14]COC)([CH2:12][CH3:13])[CH2:10][CH3:11].[Li]CCCC.[B:23](OC(C)C)(OC(C)C)[O:24]C(C)C. Given the product [CH2:10]([C:9]1([CH2:12][CH3:13])[O:14][B:23]([OH:24])[C:2]2[CH:7]=[C:6]([CH3:8])[CH:5]=[CH:4][C:3]1=2)[CH3:11], predict the reactants needed to synthesize it. (2) Given the product [C:1]([C@H:5]([N:9]([C:11](=[O:20])[C:12]1[CH:17]=[C:16]([CH3:18])[CH:15]=[C:14]([CH3:19])[CH:13]=1)[NH:10][C:25](=[O:26])[C:24]1[CH:28]=[CH:29][CH:30]=[C:31]([O:32][CH3:33])[C:23]=1[CH2:21][CH3:22])[CH2:6][CH2:7][CH3:8])([CH3:4])([CH3:2])[CH3:3], predict the reactants needed to synthesize it. The reactants are: [C:1]([C@H:5]([N:9]([C:11](=[O:20])[C:12]1[CH:17]=[C:16]([CH3:18])[CH:15]=[C:14]([CH3:19])[CH:13]=1)[NH2:10])[CH2:6][CH2:7][CH3:8])([CH3:4])([CH3:3])[CH3:2].[CH2:21]([C:23]1[C:31]([O:32][CH3:33])=[CH:30][CH:29]=[CH:28][C:24]=1[C:25](Cl)=[O:26])[CH3:22]. (3) Given the product [CH2:1]([NH:3][C:4](=[O:5])[O-:6])[CH3:2].[F:22][C:23]1[CH:24]=[C:25]([CH:28]=[CH:29][CH:30]=1)[CH2:26][O:7][C:8]1[C:9]([Cl:21])=[CH:10][C:11]2[CH:12]([CH3:20])[CH:13]3[CH2:17][NH:16][CH2:15][CH:14]3[C:18]=2[CH:19]=1, predict the reactants needed to synthesize it. The reactants are: [CH2:1]([NH:3][C:4](=[O:6])[O-:5])[CH3:2].[OH:7][C:8]1[C:9]([Cl:21])=[CH:10][C:11]2[CH:12]([CH3:20])[CH:13]3[CH2:17][NH:16][CH2:15][CH:14]3[C:18]=2[CH:19]=1.[F:22][C:23]1[CH:24]=[C:25]([CH:28]=[CH:29][CH:30]=1)[CH2:26]Br. (4) Given the product [CH3:26][C:13]([C:15]1[C:23]2[O:22][CH2:21][CH2:20][C:19]=2[CH:18]=[C:17]([S:24][CH3:25])[CH:16]=1)([CH3:14])[CH2:12][C:11]1([C:10]([F:9])([F:28])[F:29])[CH2:2][O:27]1, predict the reactants needed to synthesize it. The reactants are: [I-].[CH3:2][S+](C)(C)=O.[H-].[Na+].[F:9][C:10]([F:29])([F:28])[C:11](=[O:27])[CH2:12][C:13]([CH3:26])([C:15]1[C:23]2[O:22][CH2:21][CH2:20][C:19]=2[CH:18]=[C:17]([S:24][CH3:25])[CH:16]=1)[CH3:14].O.